From a dataset of Full USPTO retrosynthesis dataset with 1.9M reactions from patents (1976-2016). Predict the reactants needed to synthesize the given product. (1) Given the product [NH2:1][C:2]1[N:7]=[C:6]([NH:26][CH2:19][C:20]2[CH:25]=[CH:24][CH:23]=[CH:22][CH:21]=2)[C:5]([C:11]#[N:12])=[C:4]([C:13]2[O:14][C:15]([CH3:18])=[CH:16][CH:17]=2)[N:3]=1, predict the reactants needed to synthesize it. The reactants are: [NH2:1][C:2]1[N:7]=[C:6](S(C)=O)[C:5]([C:11]#[N:12])=[C:4]([C:13]2[O:14][C:15]([CH3:18])=[CH:16][CH:17]=2)[N:3]=1.[CH2:19]([NH2:26])[C:20]1[CH:25]=[CH:24][CH:23]=[CH:22][CH:21]=1. (2) Given the product [CH2:25]([NH:27][C:28](=[O:58])[NH:29][C:30]1[N:35]=[CH:34][C:33]([C:36]2[N:41]=[C:40]([C:42]([NH:60][NH:59][C:61]([O:63][C:64]([CH3:67])([CH3:66])[CH3:65])=[O:62])=[O:44])[CH:39]=[N:38][CH:37]=2)=[C:32]([C:45]2[S:46][CH:47]=[C:48]([C:50]3[CH:55]=[CH:54][CH:53]=[C:52]([O:56][CH3:57])[N:51]=3)[N:49]=2)[CH:31]=1)[CH3:26], predict the reactants needed to synthesize it. The reactants are: CN(C(ON1N=NC2C=CC=NC1=2)=[N+](C)C)C.F[P-](F)(F)(F)(F)F.[CH2:25]([NH:27][C:28](=[O:58])[NH:29][C:30]1[N:35]=[CH:34][C:33]([C:36]2[N:41]=[C:40]([C:42]([OH:44])=O)[CH:39]=[N:38][CH:37]=2)=[C:32]([C:45]2[S:46][CH:47]=[C:48]([C:50]3[CH:55]=[CH:54][CH:53]=[C:52]([O:56][CH3:57])[N:51]=3)[N:49]=2)[CH:31]=1)[CH3:26].[NH:59]([C:61]([O:63][C:64]([CH3:67])([CH3:66])[CH3:65])=[O:62])[NH2:60].CCN(C(C)C)C(C)C. (3) Given the product [Br:1][C:2]1[C:7]([O:8][CH3:10])=[CH:6][CH:5]=[C:4]([Br:9])[N:3]=1, predict the reactants needed to synthesize it. The reactants are: [Br:1][C:2]1[C:7]([OH:8])=[CH:6][CH:5]=[C:4]([Br:9])[N:3]=1.[C:10]([O-])([O-])=O.[K+].[K+].CI.O. (4) Given the product [CH2:24]([N:23]([CH3:22])[C:18]([CH:16]1[CH2:17][C:14]([C:4]2[CH:5]=[CH:6][C:7]([CH2:8][N:9]3[CH2:13][CH2:12][CH2:11][CH2:10]3)=[C:2]([Cl:1])[CH:3]=2)([OH:21])[CH2:15]1)=[O:20])[CH:25]([CH3:27])[CH3:26], predict the reactants needed to synthesize it. The reactants are: [Cl:1][C:2]1[CH:3]=[C:4]([C:14]2([OH:21])[CH2:17][CH:16]([C:18]([OH:20])=O)[CH2:15]2)[CH:5]=[CH:6][C:7]=1[CH2:8][N:9]1[CH2:13][CH2:12][CH2:11][CH2:10]1.[CH3:22][NH:23][CH2:24][CH:25]([CH3:27])[CH3:26].C(P1(=O)OP(CCC)(=O)OP(CCC)(=O)O1)CC.[OH-].[Na+]. (5) Given the product [ClH:24].[ClH:24].[CH2:1]([O:3][C@H:4]1[CH2:5][CH2:6][C@H:7]([N:10]2[CH2:11][CH2:12][CH:13]([NH2:16])[CH2:14][CH2:15]2)[CH2:8][CH2:9]1)[CH3:2], predict the reactants needed to synthesize it. The reactants are: [CH2:1]([O:3][C@H:4]1[CH2:9][CH2:8][C@H:7]([N:10]2[CH2:15][CH2:14][CH:13]([NH:16]C(=O)OC(C)(C)C)[CH2:12][CH2:11]2)[CH2:6][CH2:5]1)[CH3:2].[ClH:24].